This data is from NCI-60 drug combinations with 297,098 pairs across 59 cell lines. The task is: Regression. Given two drug SMILES strings and cell line genomic features, predict the synergy score measuring deviation from expected non-interaction effect. (1) Drug 1: C1=C(C(=O)NC(=O)N1)F. Drug 2: CCC1(C2=C(COC1=O)C(=O)N3CC4=CC5=C(C=CC(=C5CN(C)C)O)N=C4C3=C2)O.Cl. Cell line: CAKI-1. Synergy scores: CSS=41.0, Synergy_ZIP=2.11, Synergy_Bliss=3.65, Synergy_Loewe=7.72, Synergy_HSA=9.03. (2) Drug 1: CS(=O)(=O)C1=CC(=C(C=C1)C(=O)NC2=CC(=C(C=C2)Cl)C3=CC=CC=N3)Cl. Drug 2: C1CC(=O)NC(=O)C1N2CC3=C(C2=O)C=CC=C3N. Cell line: KM12. Synergy scores: CSS=5.61, Synergy_ZIP=-9.63, Synergy_Bliss=-13.1, Synergy_Loewe=-10.4, Synergy_HSA=-10.4. (3) Drug 2: C1=NC2=C(N=C(N=C2N1C3C(C(C(O3)CO)O)O)F)N. Cell line: UACC62. Synergy scores: CSS=0.235, Synergy_ZIP=-0.559, Synergy_Bliss=-1.58, Synergy_Loewe=-1.92, Synergy_HSA=-2.06. Drug 1: C1CCN(CC1)CCOC2=CC=C(C=C2)C(=O)C3=C(SC4=C3C=CC(=C4)O)C5=CC=C(C=C5)O.